From a dataset of Forward reaction prediction with 1.9M reactions from USPTO patents (1976-2016). Predict the product of the given reaction. (1) Given the reactants C(=O)([O-])[O-].[Cs+].[Cs+].[NH2:7][C:8]([C:10]1[C:14]([NH:15][C:16](=[O:28])[C:17]2[CH:22]=[C:21]([I:23])[CH:20]=[N:19][C:18]=2[O:24][CH2:25][CH2:26][CH3:27])=[C:13]([CH2:29][CH3:30])[NH:12][N:11]=1)=[O:9].I[CH:32]1[CH2:35][N:34]([C:36]([O:38][C:39]([CH3:42])([CH3:41])[CH3:40])=[O:37])[CH2:33]1, predict the reaction product. The product is: [NH2:7][C:8]([C:10]1[C:14]([NH:15][C:16]([C:17]2[C:18]([O:24][CH2:25][CH2:26][CH3:27])=[N:19][CH:20]=[C:21]([I:23])[CH:22]=2)=[O:28])=[C:13]([CH2:29][CH3:30])[N:12]([CH:32]2[CH2:33][N:34]([C:36]([O:38][C:39]([CH3:42])([CH3:41])[CH3:40])=[O:37])[CH2:35]2)[N:11]=1)=[O:9]. (2) Given the reactants [C:1]1([OH:11])[C:10]2[C:5](=[CH:6][CH:7]=[CH:8][CH:9]=2)[CH:4]=[CH:3][CH:2]=1.C([O-])([O-])=O.[K+].[K+].Br[CH2:19][CH2:20][OH:21], predict the reaction product. The product is: [C:1]1([O:11][CH2:19][CH2:20][OH:21])[C:10]2[C:5](=[CH:6][CH:7]=[CH:8][CH:9]=2)[CH:4]=[CH:3][CH:2]=1. (3) The product is: [CH3:1][C:2]1[C:3]([C:13]2[CH:14]=[CH:15][C:16]([O:17][CH2:18][C:19]([NH:31][CH2:30][CH:27]3[CH2:28][CH2:29][O:24][CH2:25][CH2:26]3)=[O:20])=[CH:22][CH:23]=2)=[N:4][O:5][C:6]=1[C:7]1[CH:8]=[CH:9][CH:10]=[CH:11][CH:12]=1. Given the reactants [CH3:1][C:2]1[C:3]([C:13]2[CH:23]=[CH:22][C:16]([O:17][CH2:18][C:19](O)=[O:20])=[CH:15][CH:14]=2)=[N:4][O:5][C:6]=1[C:7]1[CH:12]=[CH:11][CH:10]=[CH:9][CH:8]=1.[O:24]1[CH2:29][CH2:28][CH:27]([CH2:30][NH2:31])[CH2:26][CH2:25]1.C1C=CC2N(O)N=NC=2C=1.CCN=C=NCCCN(C)C.Cl.C(N1CCOCC1)C, predict the reaction product. (4) Given the reactants [Cl:1][C:2]1[C:3]2[NH:10][C:9]([C:11]3[O:12][CH:13]=[CH:14][CH:15]=3)=[CH:8][C:4]=2[N:5]=[CH:6][N:7]=1.[C:16](=O)([O-])[O-].[K+].[K+].CI.O, predict the reaction product. The product is: [Cl:1][C:2]1[C:3]2[N:10]([CH3:16])[C:9]([C:11]3[O:12][CH:13]=[CH:14][CH:15]=3)=[CH:8][C:4]=2[N:5]=[CH:6][N:7]=1. (5) Given the reactants [Na].[CH2:2]([NH:9][C:10]([NH2:12])=[O:11])[C:3]1[CH:8]=[CH:7][CH:6]=[CH:5][CH:4]=1.[C:13]([O:19]C(CC)CC)(=O)[CH2:14][C:15]([O-:17])=O.[CH2:25](O)C, predict the reaction product. The product is: [CH2:2]([N:9]1[C:13](=[O:19])[CH:14]([CH3:25])[C:15](=[O:17])[NH:12][C:10]1=[O:11])[C:3]1[CH:8]=[CH:7][CH:6]=[CH:5][CH:4]=1. (6) Given the reactants [F:1][C:2]1[CH:7]=[C:6]([F:8])[CH:5]=[CH:4][C:3]=1[N:9]1[C:13]2[CH:14]=[CH:15][CH:16]=[CH:17][C:12]=2[NH:11][S:10]1(=[O:19])=[O:18].[Br:20][CH2:21][CH2:22][CH2:23][CH2:24][CH2:25]Br.C(=O)([O-])[O-].[Cs+].[Cs+], predict the reaction product. The product is: [Br:20][CH2:21][CH2:22][CH2:23][CH2:24][CH2:25][N:11]1[C:12]2[CH:17]=[CH:16][CH:15]=[CH:14][C:13]=2[N:9]([C:3]2[CH:4]=[CH:5][C:6]([F:8])=[CH:7][C:2]=2[F:1])[S:10]1(=[O:18])=[O:19]. (7) Given the reactants C([C:8]([NH2:12])([OH:11])[CH2:9][CH3:10])(OC(C)(C)C)=O.[C:13]([O:16][C:17]1[C:18](=[CH:22][CH:23]=[CH:24][CH:25]=1)[C:19]([OH:21])=[O:20])(=[O:15])[CH3:14].[ClH:26].C(OCC)(=O)C.C(OCC)C, predict the reaction product. The product is: [NH2:12][CH:8]([OH:11])[CH2:9][CH3:10].[ClH:26].[C:13]([O:16][C:17]1[C:18](=[CH:22][CH:23]=[CH:24][CH:25]=1)[C:19]([OH:21])=[O:20])(=[O:15])[CH3:14].